From a dataset of Full USPTO retrosynthesis dataset with 1.9M reactions from patents (1976-2016). Predict the reactants needed to synthesize the given product. (1) Given the product [CH:11]1[C:12]2[C:17](=[CH:16][CH:15]=[CH:14][CH:13]=2)[CH:18]=[CH:19][C:10]=1[N:8]1[CH:9]=[C:5]([CH2:3][OH:2])[N:6]=[CH:7]1, predict the reactants needed to synthesize it. The reactants are: C[O:2][C:3]([C:5]1[N:6]=[CH:7][N:8]([C:10]2[CH:19]=[CH:18][C:17]3[C:12](=[CH:13][CH:14]=[CH:15][CH:16]=3)[CH:11]=2)[CH:9]=1)=O.[H-].[Al+3].[Li+].[H-].[H-].[H-]. (2) Given the product [Cl:7][C:8]1[CH:13]=[CH:12][CH:11]=[CH:10][C:9]=1[C:14]1[O:15][C:16]([CH:30]([CH3:32])[CH3:31])=[C:17]([CH2:19][CH2:20][CH:21]([C:23]2[CH:24]=[CH:25][C:26]([OH:29])=[CH:27][CH:28]=2)[OH:22])[N:18]=1, predict the reactants needed to synthesize it. The reactants are: [H-].[Al+3].[Li+].[H-].[H-].[H-].[Cl:7][C:8]1[CH:13]=[CH:12][CH:11]=[CH:10][C:9]=1[C:14]1[O:15][C:16]([CH:30]([CH3:32])[CH3:31])=[C:17]([CH2:19][CH2:20][C:21]([C:23]2[CH:28]=[CH:27][C:26]([OH:29])=[CH:25][CH:24]=2)=[O:22])[N:18]=1.[Cl-].[NH4+]. (3) Given the product [NH2:1][C:2]1[CH:7]=[CH:6][CH:5]=[CH:4][C:3]=1[NH:8][C:9](=[O:37])[C:10]1[CH:11]=[CH:12][C:13]([CH2:16][CH:71]2[S:70][C:69](=[O:68])[NH:73][C:72]2=[O:74])=[CH:14][CH:15]=1, predict the reactants needed to synthesize it. The reactants are: [NH2:1][C:2]1[CH:7]=[CH:6][CH:5]=[CH:4][C:3]=1[NH:8][C:9](=[O:37])[C:10]1[CH:15]=[CH:14][C:13]([CH2:16]NC2N=C(NCCC3C=CC(OC)=C(OC)C=3)C=CN=2)=[CH:12][CH:11]=1.COC1C=C(CCNC2C=CN=C(NCC3C=CC(C(O)=O)=CC=3)N=2)C=CC=1OC.[O:68]=[C:69]1[NH:73][C:72](=[O:74])[CH:71](CC2C=CC(C(O)=O)=CC=2)[S:70]1. (4) Given the product [CH:1]([NH:4][C:5]([C:7]1[C:16](=[O:17])[C:15]2[C:10](=[N:11][CH:12]=[CH:13][CH:14]=2)[N:9]([C:18]2[CH:23]=[CH:22][CH:21]=[C:20]([C:14]#[C:15][C:16]([OH:17])([C:31]3[CH:30]=[CH:20][CH:19]=[CH:18][CH:23]=3)[CH3:7])[CH:19]=2)[CH:8]=1)=[O:6])([CH3:3])[CH3:2], predict the reactants needed to synthesize it. The reactants are: [CH:1]([NH:4][C:5]([C:7]1[C:16](=[O:17])[C:15]2[C:10](=[N:11][CH:12]=[CH:13][CH:14]=2)[N:9]([C:18]2[CH:23]=[CH:22][CH:21]=[C:20](Br)[CH:19]=2)[CH:8]=1)=[O:6])([CH3:3])[CH3:2].C(N([CH2:30][CH3:31])CC)C. (5) Given the product [NH2:26][C:6]1[N:5]=[C:4](/[C:1](=[N:31]\[OH:32])/[CH3:2])[CH:25]=[CH:24][C:7]=1[C:8]([NH:10][CH2:11][C:12]1[S:13][C:14]([O:17][C:18]2[CH:23]=[CH:22][CH:21]=[CH:20][CH:19]=2)=[CH:15][CH:16]=1)=[O:9], predict the reactants needed to synthesize it. The reactants are: [C:1]([C:4]1[CH:25]=[CH:24][C:7]([C:8]([NH:10][CH2:11][C:12]2[S:13][C:14]([O:17][C:18]3[CH:23]=[CH:22][CH:21]=[CH:20][CH:19]=3)=[CH:15][CH:16]=2)=[O:9])=[C:6]([NH2:26])[N:5]=1)(=O)[CH3:2].C(O)C.Cl.[NH2:31][OH:32].C([O-])(=O)C.[Na+].